Dataset: Forward reaction prediction with 1.9M reactions from USPTO patents (1976-2016). Task: Predict the product of the given reaction. Given the reactants [N:1]1[C:10]2[C:5](=[CH:6][CH:7]=[C:8]([C:11]([OH:13])=O)[CH:9]=2)[CH:4]=[CH:3][CH:2]=1.CN(C(ON1N=NC2C=CC=NC1=2)=[N+](C)C)C.F[P-](F)(F)(F)(F)F.C(N(CC)C(C)C)(C)C.[CH3:47][C@@H:48]1[NH:53][CH2:52][CH2:51][N:50]([S:54]([C:57]2[CH:62]=[CH:61][C:60]([C:63]([F:66])([F:65])[F:64])=[CH:59][CH:58]=2)(=[O:56])=[O:55])[CH2:49]1.C[C@@H]1NCCN(S(C2C=CC(OC(F)(F)F)=CC=2)(=O)=O)C1, predict the reaction product. The product is: [CH3:47][C@H:48]1[CH2:49][N:50]([S:54]([C:57]2[CH:58]=[CH:59][C:60]([C:63]([F:66])([F:64])[F:65])=[CH:61][CH:62]=2)(=[O:55])=[O:56])[CH2:51][CH2:52][N:53]1[C:11]([C:8]1[CH:9]=[C:10]2[C:5]([CH:4]=[CH:3][CH:2]=[N:1]2)=[CH:6][CH:7]=1)=[O:13].